Predict the reaction yield, written as a fraction of the theoretical maximum amount of product (1.0 means a 100% yield; for example, 0.34 means a 34% yield). From a dataset of Reaction yield outcomes from USPTO patents with 853,638 reactions. The reactants are [C:1]([OH:5])(C)(C)C.[CH:6]1[CH2:13][CH2:12][CH:11]=[CH:10][CH2:9][CH2:8][CH:7]=1.C1(P(C2C=CC=CC=2)C2C=CC=CC=2)C=CC=CC=1.[C]=[O:34].[C:35]1([CH3:41])[CH:40]=CC=C[CH:36]=1. The catalyst is [Pd](Cl)Cl. The product is [C:35]([O:34][C:1]([CH:6]1[CH2:13][CH2:12][CH2:11][CH:10]=[CH:9][CH2:8][CH2:7]1)=[O:5])([CH3:41])([CH3:40])[CH3:36]. The yield is 0.820.